This data is from Forward reaction prediction with 1.9M reactions from USPTO patents (1976-2016). The task is: Predict the product of the given reaction. (1) Given the reactants Br[C:2]1[S:6][C:5]([NH:7][C:8]([NH:10][CH2:11][C:12]2[CH:17]=[CH:16][CH:15]=[C:14]([F:18])[CH:13]=2)=[O:9])=[N:4][C:3]=1[CH2:19][N:20]([CH3:30])[C:21]([C:23]1[C:24]([CH3:29])=[N:25][O:26][C:27]=1[CH3:28])=[O:22].[C:31]([Cu])#[N:32].[C-]#N.[K+], predict the reaction product. The product is: [C:31]([C:2]1[S:6][C:5]([NH:7][C:8]([NH:10][CH2:11][C:12]2[CH:17]=[CH:16][CH:15]=[C:14]([F:18])[CH:13]=2)=[O:9])=[N:4][C:3]=1[CH2:19][N:20]([CH3:30])[C:21]([C:23]1[C:24]([CH3:29])=[N:25][O:26][C:27]=1[CH3:28])=[O:22])#[N:32]. (2) Given the reactants C([O:8][C:9]1[CH:10]=[N:11][CH:12]=[C:13]([C:15]([F:18])([F:17])[F:16])[CH:14]=1)C1C=CC=CC=1, predict the reaction product. The product is: [F:18][C:15]([F:16])([F:17])[C:13]1[CH:14]=[C:9]([OH:8])[CH:10]=[N:11][CH:12]=1. (3) Given the reactants [Cl:1][C:2]1[CH:27]=[CH:26][C:5]([CH2:6][N:7]2[C:15]3[C:10](=[CH:11][C:12]([CH:16]=[C:17]4[S:21][CH:20](SCC)[NH:19][C:18]4=[O:25])=[CH:13][CH:14]=3)[CH:9]=[N:8]2)=[C:4]([C:28]([F:31])([F:30])[F:29])[CH:3]=1.[CH3:32][NH:33][CH2:34][CH:35]([OH:38])[CH2:36][OH:37], predict the reaction product. The product is: [Cl:1][C:2]1[CH:27]=[CH:26][C:5]([CH2:6][N:7]2[C:15]3[C:10](=[CH:11][C:12]([CH:16]=[C:17]4[S:21][C:20]([N:33]([CH2:34][CH:35]([OH:38])[CH2:36][OH:37])[CH3:32])=[N:19][C:18]4=[O:25])=[CH:13][CH:14]=3)[CH:9]=[N:8]2)=[C:4]([C:28]([F:29])([F:30])[F:31])[CH:3]=1. (4) Given the reactants C1[C@H]([N:6]2[C:10]3[N:11]=[C:12]([Cl:16])[N:13]=[C:14](N)[C:9]=3[N:8]=[CH:7]2)O[C@H](CO)[C@H]1O.C(Cl)(=O)C.N([O-])=O.C([N+](CC)(CC)CC)C1C=CC=CC=1, predict the reaction product. The product is: [Cl:16][C:12]1[N:11]=[C:10]2[C:9]([NH:8][CH:7]=[N:6]2)=[CH:14][N:13]=1. (5) Given the reactants [CH3:1][C:2]([CH3:14])=[CH:3][CH2:4]B1OC(C)(C)C(C)(C)O1.C(=O)([O-])[O-].[Na+].[Na+].Br[C:22]1[C:29]([C:30]#[N:31])=[C:28]([OH:32])[C:27]([OH:33])=[CH:26][C:23]=1[C:24]#[N:25], predict the reaction product. The product is: [OH:32][C:28]1[C:27]([OH:33])=[CH:26][C:23]([C:24]#[N:25])=[C:22]([CH2:4][CH:3]=[C:2]([CH3:14])[CH3:1])[C:29]=1[C:30]#[N:31].